From a dataset of Catalyst prediction with 721,799 reactions and 888 catalyst types from USPTO. Predict which catalyst facilitates the given reaction. Reactant: [CH:1]1([C:4]([NH:6][C:7]2[CH:8]=[C:9]([CH:13]3[C:22]([CH3:24])([CH3:23])[CH2:21][C:20]4[C:15](=[CH:16][CH:17]=[C:18]([C:25]([O:27]C)=[O:26])[CH:19]=4)[NH:14]3)[CH:10]=[CH:11][CH:12]=2)=[O:5])[CH2:3][CH2:2]1.[OH-].[Na+]. The catalyst class is: 24. Product: [CH:1]1([C:4]([NH:6][C:7]2[CH:8]=[C:9]([CH:13]3[C:22]([CH3:24])([CH3:23])[CH2:21][C:20]4[C:15](=[CH:16][CH:17]=[C:18]([C:25]([OH:27])=[O:26])[CH:19]=4)[NH:14]3)[CH:10]=[CH:11][CH:12]=2)=[O:5])[CH2:2][CH2:3]1.